Dataset: Reaction yield outcomes from USPTO patents with 853,638 reactions. Task: Predict the reaction yield, written as a fraction of the theoretical maximum amount of product (1.0 means a 100% yield; for example, 0.34 means a 34% yield). (1) The reactants are [F:1][C:2]([F:12])([F:11])[C:3]1[NH:8][C:7](=S)[NH:6][C:5](=[O:10])[CH:4]=1.ClCC(O)=[O:16].[S]. The catalyst is O. The product is [F:1][C:2]([F:12])([F:11])[C:3]1[NH:8][C:7](=[O:16])[NH:6][C:5](=[O:10])[CH:4]=1. The yield is 0.640. (2) The reactants are CN1CCOCC1.[C:8]([O:12][C:13]([NH:15][CH:16]([CH3:20])[C:17]([OH:19])=O)=[O:14])([CH3:11])([CH3:10])[CH3:9].ClC(OCC(C)C)=O.S(C1C=CC(C)=CC=1)(O)(=O)=O.[NH2:40][CH:41]([C:47](=[O:49])[CH3:48])[C:42]([O:44][CH2:45][CH3:46])=[O:43]. The catalyst is C1COCC1. The product is [C:8]([O:12][C:13]([NH:15][CH:16]([CH3:20])[C:17]([NH:40][CH:41]([C:47](=[O:49])[CH3:48])[C:42]([O:44][CH2:45][CH3:46])=[O:43])=[O:19])=[O:14])([CH3:9])([CH3:10])[CH3:11]. The yield is 0.687.